From a dataset of Forward reaction prediction with 1.9M reactions from USPTO patents (1976-2016). Predict the product of the given reaction. The product is: [C:1]([C:5]1[CH:10]=[CH:9][CH:8]=[CH:7][C:6]=1[N:11]1[CH2:16][CH2:15][N:14]([C:17]([C:19]2[CH:20]=[C:21]([O:25][CH2:26][C:27]([OH:29])=[O:28])[CH:22]=[N:23][CH:24]=2)=[O:18])[CH2:13][CH2:12]1)([CH3:4])([CH3:2])[CH3:3]. Given the reactants [C:1]([C:5]1[CH:10]=[CH:9][CH:8]=[CH:7][C:6]=1[N:11]1[CH2:16][CH2:15][N:14]([C:17]([C:19]2[CH:20]=[C:21]([O:25][CH2:26][C:27]([O:29]C(C)(C)C)=[O:28])[CH:22]=[N:23][CH:24]=2)=[O:18])[CH2:13][CH2:12]1)([CH3:4])([CH3:3])[CH3:2].FC(F)(F)C(O)=O.[OH-].[Na+], predict the reaction product.